Dataset: Full USPTO retrosynthesis dataset with 1.9M reactions from patents (1976-2016). Task: Predict the reactants needed to synthesize the given product. (1) The reactants are: [C:1]([O:5][C:6]([NH:8][C:9]([N:18]1[CH2:27][CH2:26][C:25]2[C:20](=[CH:21][C:22]([O:28][CH2:29][CH:30]3[CH2:35][CH2:34][N:33]([C:36]4[CH:41]=[CH:40][C:39]([N+:42]([O-])=O)=[CH:38][N:37]=4)[CH2:32][CH2:31]3)=[CH:23][CH:24]=2)[CH2:19]1)=[N:10][C:11]([O:13][C:14]([CH3:17])([CH3:16])[CH3:15])=[O:12])=[O:7])([CH3:4])([CH3:3])[CH3:2]. Given the product [C:14]([O:13][C:11]([NH:10][C:9]([N:18]1[CH2:27][CH2:26][C:25]2[C:20](=[CH:21][C:22]([O:28][CH2:29][CH:30]3[CH2:31][CH2:32][N:33]([C:36]4[CH:41]=[CH:40][C:39]([NH2:42])=[CH:38][N:37]=4)[CH2:34][CH2:35]3)=[CH:23][CH:24]=2)[CH2:19]1)=[N:8][C:6]([O:5][C:1]([CH3:3])([CH3:4])[CH3:2])=[O:7])=[O:12])([CH3:15])([CH3:16])[CH3:17], predict the reactants needed to synthesize it. (2) Given the product [CH3:19][S:16]([CH2:14][CH2:15][N:4]1[CH2:5][CH2:6][N:1]([C:7]([O:9][C:10]([CH3:13])([CH3:12])[CH3:11])=[O:8])[CH2:2][CH2:3]1)(=[O:18])=[O:17], predict the reactants needed to synthesize it. The reactants are: [N:1]1([C:7]([O:9][C:10]([CH3:13])([CH3:12])[CH3:11])=[O:8])[CH2:6][CH2:5][NH:4][CH2:3][CH2:2]1.[CH:14]([S:16]([CH3:19])(=[O:18])=[O:17])=[CH2:15].C([O-])([O-])=O.[Na+].[Na+].O. (3) The reactants are: ClC(Cl)(Cl)C(=N)O[C:5]([C:8]1[CH:13]=[CH:12][CH:11]=[CH:10][CH:9]=1)([CH3:7])[CH3:6].[CH:17]1[C:29]2[CH:28]([CH2:30][O:31][C:32]([NH:34][C@@H:35]([CH2:39][C:40]([O:42][CH2:43][CH:44]=[CH2:45])=[O:41])[C:36]([OH:38])=[O:37])=[O:33])[C:27]3[C:22](=[CH:23][CH:24]=[CH:25][CH:26]=3)[C:21]=2[CH:20]=[CH:19][CH:18]=1. Given the product [CH:26]1[C:27]2[CH:28]([CH2:30][O:31][C:32]([NH:34][C@@H:35]([CH2:39][C:40]([O:42][CH2:43][CH:44]=[CH2:45])=[O:41])[C:36]([O:38][C:5]([C:8]3[CH:13]=[CH:12][CH:11]=[CH:10][CH:9]=3)([CH3:7])[CH3:6])=[O:37])=[O:33])[C:29]3[C:21](=[CH:20][CH:19]=[CH:18][CH:17]=3)[C:22]=2[CH:23]=[CH:24][CH:25]=1, predict the reactants needed to synthesize it. (4) Given the product [CH3:1][CH:2]1[CH2:4][CH:3]1/[CH:5]=[CH:6]\[C:7]1[CH:8]=[C:9]([CH:13]=[C:14]([N:16]([CH2:21][CH2:22][CH3:23])[S:17]([CH3:20])(=[O:19])=[O:18])[CH:15]=1)[C:10]([OH:12])=[O:11], predict the reactants needed to synthesize it. The reactants are: [CH3:1][CH:2]1[CH2:4][CH:3]1/[CH:5]=[CH:6]\[C:7]1[CH:8]=[C:9]([CH:13]=[C:14]([N:16]([CH3:21])[S:17]([CH3:20])(=[O:19])=[O:18])[CH:15]=1)[C:10]([OH:12])=[O:11].[CH2:22](I)[CH2:23]C. (5) Given the product [F:1][C:2]1[CH:3]=[C:4]2[C:8](=[CH:9][CH:10]=1)[NH:7][CH:6]=[C:5]2[CH:17]([C:14]1[CH:15]=[CH:16][N:11]=[CH:12][CH:13]=1)[OH:18], predict the reactants needed to synthesize it. The reactants are: [F:1][C:2]1[CH:3]=[C:4]2[C:8](=[CH:9][CH:10]=1)[NH:7][CH:6]=[CH:5]2.[N:11]1[CH:16]=[CH:15][C:14]([CH:17]=[O:18])=[CH:13][CH:12]=1.[OH-].[Na+].O. (6) Given the product [CH3:21][CH:22]([S:24]([O:1][N:2]=[C:3]([C:12]#[N:13])[C:4]1[CH:5]=[CH:6][C:7]([S:10][CH3:11])=[CH:8][CH:9]=1)(=[O:26])=[O:25])[CH3:23], predict the reactants needed to synthesize it. The reactants are: [OH:1][N:2]=[C:3]([C:12]#[N:13])[C:4]1[CH:9]=[CH:8][C:7]([S:10][CH3:11])=[CH:6][CH:5]=1.C(N(CC)CC)C.[CH3:21][CH:22]([S:24](Cl)(=[O:26])=[O:25])[CH3:23]. (7) The reactants are: C(O)(C(F)(F)F)=O.[Cl:8][C:9]1[CH:14]=[CH:13][CH:12]=[CH:11][C:10]=1[C@@H:15]([N:25]([C:50]1[CH:55]=[C:54]([F:56])[CH:53]=[C:52]([F:57])[CH:51]=1)[C:26]([C@H:28]1[N:33]([C:34]2[CH:39]=[C:38]([C:40]#[N:41])[CH:37]=[CH:36][N:35]=2)[C:32](=[O:42])[CH2:31][N:30](C(OC(C)(C)C)=O)[CH2:29]1)=[O:27])[C:16]([NH:18][CH:19]1[CH2:22][C:21]([F:24])([F:23])[CH2:20]1)=[O:17].C(O[C:61]1(O[Si](C)(C)C)[CH2:63][CH2:62]1)C.CC(O)=O. Given the product [Cl:8][C:9]1[CH:14]=[CH:13][CH:12]=[CH:11][C:10]=1[C@H:15]([N:25]([C:50]1[CH:55]=[C:54]([F:56])[CH:53]=[C:52]([F:57])[CH:51]=1)[C:26]([C@@H:28]1[CH2:29][N:30]([CH:61]2[CH2:63][CH2:62]2)[CH2:31][C:32](=[O:42])[N:33]1[C:34]1[CH:39]=[C:38]([C:40]#[N:41])[CH:37]=[CH:36][N:35]=1)=[O:27])[C:16]([NH:18][CH:19]1[CH2:22][C:21]([F:24])([F:23])[CH2:20]1)=[O:17], predict the reactants needed to synthesize it. (8) The reactants are: [NH2:1][C@@H:2]1[O:10][C@H:9]([CH2:11][OH:12])[C@H:7]([OH:8])[C@H:5]([OH:6])[C@H:3]1[OH:4].[NH:13](C(OCC1C2C(=CC=CC=2)C2C1=CC=CC=2)=O)[C@H:14]([C:27](OC1C(F)=C(F)C(F)=C(F)C=1F)=[O:28])[CH2:15][CH2:16][CH2:17][CH2:18][NH:19]C(OC(C)(C)C)=O.[C:58]([OH:82])(=O)[CH2:59][CH2:60][CH2:61][CH2:62][CH2:63][CH2:64][CH2:65][CH2:66][C:67]#[C:68][C:69]#[C:70][CH2:71][CH2:72][CH2:73][CH2:74][CH2:75][CH2:76][CH2:77][CH2:78][CH2:79][CH3:80].C(N=C=NCCCN(C)C)C. Given the product [C:58]([O:12][CH2:11][CH:9]1[CH:7]([OH:8])[CH:5]([OH:6])[CH:3]([OH:4])[CH:2]([NH:1][C:27](=[O:28])[CH:14]([NH2:13])[CH2:15][CH2:16][CH2:17][CH2:18][NH2:19])[O:10]1)(=[O:82])[CH2:59][CH2:60][CH2:61][CH2:62][CH2:63][CH2:64][CH2:65][CH2:66][C:67]#[C:68][C:69]#[C:70][CH2:71][CH2:72][CH2:73][CH2:74][CH2:75][CH2:76][CH2:77][CH2:78][CH2:79][CH3:80], predict the reactants needed to synthesize it. (9) Given the product [Cl:15][C:12]1[CH:13]=[CH:14][C:9]([NH:8][C:4]2[C:3]([NH2:16])=[C:2]([N:17]3[CH2:21][CH2:20][CH2:19][CH2:18]3)[N:7]=[CH:6][N:5]=2)=[CH:10][CH:11]=1, predict the reactants needed to synthesize it. The reactants are: Cl[C:2]1[N:7]=[CH:6][N:5]=[C:4]([NH:8][C:9]2[CH:14]=[CH:13][C:12]([Cl:15])=[CH:11][CH:10]=2)[C:3]=1[NH2:16].[NH:17]1[CH2:21][CH2:20][CH2:19][CH2:18]1.